Dataset: Full USPTO retrosynthesis dataset with 1.9M reactions from patents (1976-2016). Task: Predict the reactants needed to synthesize the given product. (1) Given the product [Cl:31][C:32]1[CH:40]=[CH:39][C:38]([C:2]2[C:3]([C@@H:14]([NH:23][C:24](=[O:30])[O:25][C:26]([CH3:28])([CH3:27])[CH3:29])[CH2:15][C:16]3[CH:21]=[CH:20][CH:19]=[C:18]([F:22])[CH:17]=3)=[N:4][C:5]([C:8]#[C:9][C:10]([OH:13])([CH3:12])[CH3:11])=[CH:6][CH:7]=2)=[C:37]2[C:33]=1[C:34]([NH:51][S:52]([CH3:55])(=[O:54])=[O:53])=[N:35][N:36]2[CH3:50], predict the reactants needed to synthesize it. The reactants are: Br[C:2]1[C:3]([C@@H:14]([NH:23][C:24](=[O:30])[O:25][C:26]([CH3:29])([CH3:28])[CH3:27])[CH2:15][C:16]2[CH:21]=[CH:20][CH:19]=[C:18]([F:22])[CH:17]=2)=[N:4][C:5]([C:8]#[C:9][C:10]([OH:13])([CH3:12])[CH3:11])=[CH:6][CH:7]=1.[Cl:31][C:32]1[CH:40]=[CH:39][C:38](B2OC(C)(C)C(C)(C)O2)=[C:37]2[C:33]=1[C:34]([NH:51][S:52]([CH3:55])(=[O:54])=[O:53])=[N:35][N:36]2[CH3:50].C([O-])(O)=O.[Na+]. (2) The reactants are: Cl[C:2]1[N:3]=[C:4]2[CH:24]=[C:23]([Cl:25])[CH:22]=[N:21][C:5]2=[N:6][C:7]=1[N:8]1[CH2:11][CH:10]([N:12]([CH3:20])[C:13](=[O:19])[O:14][C:15]([CH3:18])([CH3:17])[CH3:16])[CH2:9]1.[CH2:26]([O:28][CH:29]([O:32][CH2:33][CH3:34])[CH2:30][NH2:31])[CH3:27]. Given the product [Cl:25][C:23]1[CH:22]=[N:21][C:5]2=[N:6][C:7]([N:8]3[CH2:11][CH:10]([N:12]([CH3:20])[C:13](=[O:19])[O:14][C:15]([CH3:18])([CH3:17])[CH3:16])[CH2:9]3)=[C:2]([NH:31][CH2:30][CH:29]([O:32][CH2:33][CH3:34])[O:28][CH2:26][CH3:27])[N:3]=[C:4]2[CH:24]=1, predict the reactants needed to synthesize it. (3) Given the product [I:11][C:3]1[C:4]2[C:5](=[CH:6][N:7]=[CH:8][CH:9]=2)[NH:10][C:2]=1[CH3:1], predict the reactants needed to synthesize it. The reactants are: [CH3:1][C:2]1[NH:10][C:5]2=[CH:6][N:7]=[CH:8][CH:9]=[C:4]2[CH:3]=1.[I:11]N1C(=O)CCC1=O. (4) Given the product [Br:1][C:2]1[CH:3]=[C:4]([CH3:12])[C:5]([C:6]([N:31]2[CH2:32][CH2:33][CH:28]([N:13]3[CH2:14][CH2:15][CH:16]([O:19][C:20](=[O:27])[C:21]4[CH:26]=[CH:25][CH:24]=[CH:23][CH:22]=4)[CH2:17][CH2:18]3)[CH2:29][CH2:30]2)=[O:8])=[C:9]([CH3:11])[CH:10]=1, predict the reactants needed to synthesize it. The reactants are: [Br:1][C:2]1[CH:10]=[C:9]([CH3:11])[C:5]([C:6]([OH:8])=O)=[C:4]([CH3:12])[CH:3]=1.[N:13]1([CH:28]2[CH2:33][CH2:32][NH:31][CH2:30][CH2:29]2)[CH2:18][CH2:17][CH:16]([O:19][C:20](=[O:27])[C:21]2[CH:26]=[CH:25][CH:24]=[CH:23][CH:22]=2)[CH2:15][CH2:14]1. (5) The reactants are: [CH2:1]([N:4]([CH2:12][C:13]([NH:15][C:16]1[C:21]([Cl:22])=[CH:20][C:19]([CH2:23][NH:24]/[C:25](=[N:34]/[C:35]([C:37]2[C:38]([C:43]3[CH:48]=[CH:47][C:46]([O:49][CH2:50][CH:51]=C)=[CH:45][CH:44]=3)=[N:39][O:40][C:41]=2[CH3:42])=[O:36])/[NH:26][C:27]([O:29][C:30]([CH3:33])([CH3:32])[CH3:31])=[O:28])=[CH:18][C:17]=1[Cl:53])=[O:14])[C:5](=[O:11])[O:6][C:7]([CH3:10])([CH3:9])[CH3:8])[CH:2]=C. Given the product [C:30]([O:29][C:27]([NH:26][C:25]1[NH:24][CH2:23][C:19]2[CH:18]=[C:17]([Cl:53])[C:16](=[C:21]([Cl:22])[CH:20]=2)[NH:15][C:13](=[O:14])[CH2:12][N:4]([C:5]([O:6][C:7]([CH3:8])([CH3:10])[CH3:9])=[O:11])[CH2:1][CH:2]=[CH:51][CH2:50][O:49][C:46]2[CH:45]=[CH:44][C:43](=[CH:48][CH:47]=2)[C:38]2[C:37](=[C:41]([CH3:42])[O:40][N:39]=2)[C:35](=[O:36])[N:34]=1)=[O:28])([CH3:31])([CH3:32])[CH3:33], predict the reactants needed to synthesize it. (6) Given the product [Br:16][CH2:17][CH2:18][CH2:19][C:20]([O:1][CH2:2][CH:3]([NH:8][C:9]([O:10][C:11]([CH3:13])([CH3:12])[CH3:14])=[O:15])[CH2:4][CH:5]([CH3:7])[CH3:6])=[O:21], predict the reactants needed to synthesize it. The reactants are: [OH:1][CH2:2][CH:3]([NH:8][C:9](=[O:15])[O:10][C:11]([CH3:14])([CH3:13])[CH3:12])[CH2:4][CH:5]([CH3:7])[CH3:6].[Br:16][CH2:17][CH2:18][CH2:19][C:20](O)=[O:21].C(Cl)CCl. (7) Given the product [C:15]([N:18]1[CH2:23][CH2:22][N:21]([C:24]2[N:29]3[CH:30]=[N:31][CH:32]=[C:28]3[C:27]([Br:33])=[CH:26][C:25]=2[CH:34]([NH:36][C:38]2[N:46]=[CH:45][N:44]=[C:43]3[C:39]=2[N:40]=[CH:41][N:42]3[CH:47]2[CH2:52][CH2:51][CH2:50][CH2:49][O:48]2)[CH3:35])[CH2:20][CH2:19]1)(=[O:17])[CH3:16], predict the reactants needed to synthesize it. The reactants are: FC(F)(F)C(O)=O.FC(F)(F)C(O)=O.[C:15]([N:18]1[CH2:23][CH2:22][N:21]([C:24]2[N:29]3[CH:30]=[N:31][CH:32]=[C:28]3[C:27]([Br:33])=[CH:26][C:25]=2[CH:34]([NH2:36])[CH3:35])[CH2:20][CH2:19]1)(=[O:17])[CH3:16].Br[C:38]1[N:46]=[CH:45][N:44]=[C:43]2[C:39]=1[N:40]=[CH:41][N:42]2[CH:47]1[CH2:52][CH2:51][CH2:50][CH2:49][O:48]1.C(N(CC)C(C)C)(C)C.